From a dataset of Full USPTO retrosynthesis dataset with 1.9M reactions from patents (1976-2016). Predict the reactants needed to synthesize the given product. (1) Given the product [CH2:1]([N:5]1[C:9](=[O:10])[C:8]([NH:26][C:25]2[CH:27]=[CH:28][CH:22]=[CH:23][C:24]=2[OH:33])=[C:7]([C:12]2[CH:17]=[CH:16][CH:15]=[CH:14][CH:13]=2)[S:6]1(=[O:19])=[O:18])[CH2:2][CH2:3][CH3:4], predict the reactants needed to synthesize it. The reactants are: [CH2:1]([N:5]1[C:9](=[O:10])[C:8](Cl)=[C:7]([C:12]2[CH:17]=[CH:16][CH:15]=[CH:14][CH:13]=2)[S:6]1(=[O:19])=[O:18])[CH2:2][CH2:3][CH3:4].Cl.O[C:22]1[CH:28]=[CH:27][C:25]([NH2:26])=[CH:24][CH:23]=1.CN(C=[O:33])C. (2) Given the product [Cl:12][C:4]1[N:3]=[C:2]([C:18]([O:20][CH2:21][CH3:22])=[CH2:19])[C:11]2[C:6]([CH:5]=1)=[CH:7][CH:8]=[CH:9][CH:10]=2, predict the reactants needed to synthesize it. The reactants are: Cl[C:2]1[C:11]2[C:6](=[CH:7][CH:8]=[CH:9][CH:10]=2)[CH:5]=[C:4]([Cl:12])[N:3]=1.C([Sn](CCCC)(CCCC)[C:18]([O:20][CH2:21][CH3:22])=[CH2:19])CCC. (3) Given the product [Cl:1][C:2]1[N:3]([CH:14]2[CH2:15][CH2:16][CH2:17][CH2:18][O:13]2)[C:4]2[CH:10]=[C:9]([Cl:11])[C:8]([Cl:12])=[CH:7][C:5]=2[N:6]=1, predict the reactants needed to synthesize it. The reactants are: [Cl:1][C:2]1[NH:3][C:4]2[CH:10]=[C:9]([Cl:11])[C:8]([Cl:12])=[CH:7][C:5]=2[N:6]=1.[O:13]1[CH:18]=[CH:17][CH2:16][CH2:15][CH2:14]1.C12(CS(O)(=O)=O)C(C)(C)C(CC1)CC2=O.[OH-].[Na+]. (4) Given the product [CH2:28]([O:30][P:31]([N:2]([CH2:3][CH2:4][CH2:5][N:6]1[C:7]2[CH:8]=[CH:9][CH:10]=[CH:11][C:12]=2[CH2:13][CH2:14][C:15]2[CH:20]=[CH:19][CH:18]=[CH:17][C:16]1=2)[CH3:1])(=[O:32])[O:33][CH2:34][CH3:35])[CH3:29], predict the reactants needed to synthesize it. The reactants are: [CH3:1][NH:2][CH2:3][CH2:4][CH2:5][N:6]1[C:16]2[CH:17]=[CH:18][CH:19]=[CH:20][C:15]=2[CH2:14][CH2:13][C:12]2[CH:11]=[CH:10][CH:9]=[CH:8][C:7]1=2.Cl.C(=O)([O-])[O-].[K+].[K+].[CH2:28]([O:30][P:31](Cl)([O:33][CH2:34][CH3:35])=[O:32])[CH3:29]. (5) Given the product [OH:28][CH2:27][CH2:26][CH2:25][N:10]([CH:7]1[CH2:6][CH2:5][N:4]([CH:1]([CH3:3])[CH3:2])[CH2:9][CH2:8]1)[S:11]([CH2:14][CH2:15][NH:16][C:17]([C:19]1[S:20][C:21]([Cl:24])=[CH:22][CH:23]=1)=[O:18])(=[O:12])=[O:13].[C:29]([O-:30])(=[O:28])/[CH:34]=[CH:36]/[C:35]([O-:38])=[O:37], predict the reactants needed to synthesize it. The reactants are: [CH:1]([N:4]1[CH2:9][CH2:8][CH:7]([N:10]([CH2:25][CH2:26][CH2:27][O:28][CH:29]2[CH2:34]CCC[O:30]2)[S:11]([CH2:14][CH2:15][NH:16][C:17]([C:19]2[S:20][C:21]([Cl:24])=[CH:22][CH:23]=2)=[O:18])(=[O:13])=[O:12])[CH2:6][CH2:5]1)([CH3:3])[CH3:2].[C:35]([OH:38])(=[O:37])[CH3:36]. (6) Given the product [C:20]([C:17]1[N:18]=[CH:19][C:14]2[CH:3]=[C:2]([CH2:1][C:4]3[CH:12]=[CH:11][C:7]([C:8]([OH:10])=[O:9])=[CH:6][CH:5]=3)[N:22]([CH2:23][C:24]([CH3:27])([CH3:26])[CH3:25])[C:15]=2[N:16]=1)#[N:21], predict the reactants needed to synthesize it. The reactants are: [CH2:1]([C:4]1[CH:12]=[CH:11][C:7]([C:8]([OH:10])=[O:9])=[CH:6][CH:5]=1)[C:2]#[CH:3].Br[C:14]1[C:15]([NH:22][CH2:23][C:24]([CH3:27])([CH3:26])[CH3:25])=[N:16][C:17]([C:20]#[N:21])=[N:18][CH:19]=1.C(N(CC)CC)C.[Cl-].[NH4+]. (7) The reactants are: [F:1][C:2]1[CH:7]=[C:6]([F:8])[C:5]([F:9])=[CH:4][C:3]=1[CH2:10][OH:11].Cl[C:13]1[CH:30]=[C:17]2[N:18](C(OC(C)(C)C)=O)[C@H:19]([CH3:22])[CH2:20][CH2:21][N:16]2[C:15](=[O:31])[N:14]=1. Given the product [CH3:22][C@@H:19]1[CH2:20][CH2:21][N:16]2[C:15](=[O:31])[N:14]=[C:13]([O:11][CH2:10][C:3]3[CH:4]=[C:5]([F:9])[C:6]([F:8])=[CH:7][C:2]=3[F:1])[CH:30]=[C:17]2[NH:18]1, predict the reactants needed to synthesize it.